Dataset: Full USPTO retrosynthesis dataset with 1.9M reactions from patents (1976-2016). Task: Predict the reactants needed to synthesize the given product. (1) Given the product [CH3:1][C:2]1[S:3][CH:4]=[C:5]([C:7]2[C:16]3[C:11](=[CH:12][C:13]([C:17]([OH:19])=[O:18])=[CH:14][CH:15]=3)[O:10][C:9](=[O:21])[CH:8]=2)[N:6]=1, predict the reactants needed to synthesize it. The reactants are: [CH3:1][C:2]1[S:3][CH:4]=[C:5]([C:7]2[C:16]3[C:11](=[CH:12][C:13]([C:17]([O:19]C)=[O:18])=[CH:14][CH:15]=3)[O:10][C:9](=[O:21])[CH:8]=2)[N:6]=1.[OH-].[Li+]. (2) The reactants are: C(O)(=O)C.[Cl:5][C:6]1[CH:11]=[CH:10][C:9](/[C:12](/[C:20]2[CH:25]=[CH:24][C:23]([C:26]3[CH:27]=[N:28][NH:29][CH:30]=3)=[C:22]([O:31][CH3:32])[N:21]=2)=[CH:13]\[C@@H:14]2[NH:18][C:17](=[O:19])[CH2:16][CH2:15]2)=[CH:8][CH:7]=1.[H][H]. Given the product [Cl:5][C:6]1[CH:11]=[CH:10][C:9]([CH:12]([C:20]2[CH:25]=[CH:24][C:23]([C:26]3[CH:30]=[N:29][NH:28][CH:27]=3)=[C:22]([O:31][CH3:32])[N:21]=2)[CH2:13][C@@H:14]2[NH:18][C:17](=[O:19])[CH2:16][CH2:15]2)=[CH:8][CH:7]=1, predict the reactants needed to synthesize it. (3) Given the product [F:15][C:2]([F:1])([C:8]1[CH:13]=[N:12][C:11]([CH3:14])=[CH:10][N:9]=1)[CH2:3][OH:4], predict the reactants needed to synthesize it. The reactants are: [F:1][C:2]([F:15])([C:8]1[CH:13]=[N:12][C:11]([CH3:14])=[CH:10][N:9]=1)[C:3](OCC)=[O:4].[BH4-].[Na+]. (4) Given the product [Br:11][CH:2]1[C:3](=[O:10])[C:4]2[CH:9]=[CH:8][CH:7]=[CH:6][C:5]=2[O:1]1, predict the reactants needed to synthesize it. The reactants are: [O:1]1[C:5]2[CH:6]=[CH:7][CH:8]=[CH:9][C:4]=2[C:3](=[O:10])[CH2:2]1.[Br-:11].[Br-].[Br-].C[N+](C)(C)C1C=CC=CC=1.C[N+](C1C=CC=CC=1)(C)C.C[N+](C1C=CC=CC=1)(C)C.C([O-])(O)=O.[Na+].O. (5) Given the product [F:1][C:2]([F:27])([F:28])[C:3]1[CH:22]=[C:21]([C:23]([F:25])([F:26])[F:24])[CH:20]=[CH:19][C:4]=1[CH2:5][O:6][C:7]1[CH:14]=[CH:13][C:10](/[CH:11]=[C:35]2/[C:31]([NH:30][CH3:29])=[N:32][C:33](=[O:36])[S:34]/2)=[CH:9][C:8]=1[C:15]([F:16])([F:17])[F:18], predict the reactants needed to synthesize it. The reactants are: [F:1][C:2]([F:28])([F:27])[C:3]1[CH:22]=[C:21]([C:23]([F:26])([F:25])[F:24])[CH:20]=[CH:19][C:4]=1[CH2:5][O:6][C:7]1[CH:14]=[CH:13][C:10]([CH:11]=O)=[CH:9][C:8]=1[C:15]([F:18])([F:17])[F:16].[CH3:29][NH:30][C:31]1[CH2:35][S:34][C:33](=[O:36])[N:32]=1.CC(C)([O-])C.[K+].O. (6) Given the product [F:3][C:4]1[CH:9]=[CH:8][CH:7]=[CH:6][C:5]=1[NH:10][C:11]1[C:19]2[C:14](=[CH:15][CH:16]=[CH:17][CH:18]=2)[NH:13][N:12]=1, predict the reactants needed to synthesize it. The reactants are: [OH-].[K+].[F:3][C:4]1[CH:9]=[CH:8][CH:7]=[CH:6][C:5]=1[NH:10][C:11]1[C:19]2[C:14](=[CH:15][CH:16]=[CH:17][CH:18]=2)[N:13](C(OCC)=O)[N:12]=1.C(O)(=O)C. (7) The reactants are: [CH2:1]([NH:3][C:4]1[CH:9]=[C:8]([O:10][CH3:11])[CH:7]=[CH:6][C:5]=1[CH:12]1[CH2:21][CH2:20][C:19]2[C:14](=[CH:15][CH:16]=[C:17]([O:22][CH3:23])[CH:18]=2)[CH2:13]1)[CH3:2].[OH-].[Na+].[C:26]1([CH2:32][C:33](Cl)=[O:34])[CH:31]=[CH:30][CH:29]=[CH:28][CH:27]=1.O. Given the product [CH2:1]([N:3]([C:4]1[CH:9]=[C:8]([O:10][CH3:11])[CH:7]=[CH:6][C:5]=1[CH:12]1[CH2:21][CH2:20][C:19]2[C:14](=[CH:15][CH:16]=[C:17]([O:22][CH3:23])[CH:18]=2)[CH2:13]1)[C:33](=[O:34])[CH2:32][C:26]1[CH:31]=[CH:30][CH:29]=[CH:28][CH:27]=1)[CH3:2], predict the reactants needed to synthesize it.